From a dataset of Catalyst prediction with 721,799 reactions and 888 catalyst types from USPTO. Predict which catalyst facilitates the given reaction. (1) Reactant: Br[C:2]1[CH:11]=[CH:10][C:5]([C:6]([O:8][CH3:9])=[O:7])=[CH:4][C:3]=1[F:12].CC1(C)C(C)(C)OB([C:21]2[CH2:22][CH2:23][NH:24][CH2:25][CH:26]=2)O1.[C:28]([O-:31])(O)=[O:29].[Na+]. Product: [C:5]([O:31][C:28]([N:24]1[CH2:25][CH:26]=[C:21]([C:2]2[CH:11]=[CH:10][C:5]([C:6]([O:8][CH3:9])=[O:7])=[CH:4][C:3]=2[F:12])[CH2:22][CH2:23]1)=[O:29])([CH3:10])([CH3:6])[CH3:4]. The catalyst class is: 752. (2) Reactant: [NH2:1][C:2]1[C:7]([N:8]2[C:12](=[O:13])[CH:11]3[CH2:14][CH2:15][CH:16]=[CH:17][CH:10]3[C:9]2=[O:18])=[C:6]([F:19])[CH:5]=[C:4]([Cl:20])[C:3]=1[OH:21].[CH:22]1(Br)[CH2:26][CH2:25][CH2:24][CH2:23]1.C(=O)([O-])[O-].[K+].[K+]. Product: [NH2:1][C:2]1[C:3]([O:21][CH:22]2[CH2:26][CH2:25][CH2:24][CH2:23]2)=[C:4]([Cl:20])[CH:5]=[C:6]([F:19])[C:7]=1[N:8]1[C:12](=[O:13])[CH:11]2[CH2:14][CH2:15][CH:16]=[CH:17][CH:10]2[C:9]1=[O:18]. The catalyst class is: 10. (3) The catalyst class is: 1. Reactant: [C:1]([C:5]1[O:9][N:8]=[C:7]([NH:10][C:11]([NH:13][C:14]2[CH:19]=[CH:18][C:17]([O:20][C:21]3[CH:26]=[CH:25][C:24]([OH:27])=[CH:23][CH:22]=3)=[CH:16][CH:15]=2)=[O:12])[CH:6]=1)([CH3:4])([CH3:3])[CH3:2].CCN(CC)CC.[C:35](OC(=O)C)(=[O:37])[CH3:36].CCOC(C)=O. Product: [C:1]([C:5]1[O:9][N:8]=[C:7]([NH:10][C:11]([NH:13][C:14]2[CH:19]=[CH:18][C:17]([O:20][C:21]3[CH:22]=[CH:23][C:24]([O:27][C:35](=[O:37])[CH3:36])=[CH:25][CH:26]=3)=[CH:16][CH:15]=2)=[O:12])[CH:6]=1)([CH3:4])([CH3:2])[CH3:3].